Dataset: Forward reaction prediction with 1.9M reactions from USPTO patents (1976-2016). Task: Predict the product of the given reaction. (1) Given the reactants Br[C:2]1[CH:3]=[C:4]2[C:8](=[CH:9][CH:10]=1)[N:7]([CH2:11][C:12]1[CH:17]=[CH:16][C:15]([C:18]([CH3:21])([CH3:20])[CH3:19])=[CH:14][CH:13]=1)[CH:6]=[CH:5]2.[CH3:22][O:23][C:24]1[CH:25]=[C:26](B(O)O)[CH:27]=[CH:28][CH:29]=1, predict the reaction product. The product is: [C:18]([C:15]1[CH:16]=[CH:17][C:12]([CH2:11][N:7]2[C:8]3[C:4](=[CH:3][C:2]([C:26]4[CH:27]=[CH:28][CH:29]=[C:24]([O:23][CH3:22])[CH:25]=4)=[CH:10][CH:9]=3)[CH:5]=[CH:6]2)=[CH:13][CH:14]=1)([CH3:21])([CH3:19])[CH3:20]. (2) Given the reactants C[O:2][C:3](=O)[CH2:4][C:5]1[C:10]([N+:11]([O-])=O)=[CH:9][CH:8]=[CH:7][C:6]=1[N+:14]([O-:16])=[O:15].C(O)(=O)C.O, predict the reaction product. The product is: [N+:14]([C:6]1[C:5]2[C:10]([CH:9]=[CH:8][CH:7]=1)=[N:11][C:3](=[O:2])[CH:4]=2)([O-:16])=[O:15]. (3) The product is: [CH2:15]([C:17]1[CH:32]=[CH:31][C:20]([CH2:21][C:2]2[C:9]([C:10]#[N:11])=[C:8]([OH:12])[C:7]([O:13][CH3:14])=[CH:6][C:3]=2[C:4]#[N:5])=[CH:19][CH:18]=1)[CH3:16]. Given the reactants Br[C:2]1[C:9]([C:10]#[N:11])=[C:8]([OH:12])[C:7]([O:13][CH3:14])=[CH:6][C:3]=1[C:4]#[N:5].[CH2:15]([C:17]1[CH:32]=[CH:31][C:20]([CH2:21]B2OC(C)(C)C(C)(C)O2)=[CH:19][CH:18]=1)[CH3:16].C(Cl)Cl.C(=O)([O-])O.[Na+], predict the reaction product. (4) Given the reactants [CH3:1][C:2]([O:5][C:6]([NH:8][C:9]([CH3:14])([C:11](O)=[O:12])[CH3:10])=[O:7])([CH3:4])[CH3:3].[CH3:15][NH:16][CH3:17].C(O)C, predict the reaction product. The product is: [CH3:1][C:2]([O:5][C:6]([NH:8][C:9]([CH3:14])([C:11]([N:16]([CH3:17])[CH3:15])=[O:12])[CH3:10])=[O:7])([CH3:4])[CH3:3]. (5) Given the reactants [NH2:1][C:2]1[CH:3]=[CH:4][C:5]([F:21])=[C:6]([C@:8]2([CH3:20])[C@@H:13]([F:14])[C@@H:12]([C:15]([F:18])([F:17])[F:16])[O:11][C:10]([NH2:19])=[N:9]2)[CH:7]=1.[Cl:22][C:23]1[CH:24]=[CH:25][C:26]([C:29](O)=[O:30])=[N:27][CH:28]=1.C[N+]1(C2N=C(OC)N=C(OC)N=2)CCOCC1.[Cl-], predict the reaction product. The product is: [NH2:19][C:10]1[O:11][C@H:12]([C:15]([F:18])([F:17])[F:16])[C@H:13]([F:14])[C@:8]([C:6]2[CH:7]=[C:2]([NH:1][C:29](=[O:30])[C:26]3[CH:25]=[CH:24][C:23]([Cl:22])=[CH:28][N:27]=3)[CH:3]=[CH:4][C:5]=2[F:21])([CH3:20])[N:9]=1. (6) Given the reactants [Na].[CH2:2]([NH:9][C:10]([C:12]1[N:13]=C(C2C=CC(F)=CC=2)N(CC[C@@H](O)C[C@@H](O)CC(O)=O)C=1C(C)C)=[O:11])[C:3]1[CH:8]=[CH:7][CH:6]=[CH:5][CH:4]=1.[C:38]([O:42][C:43]([CH2:45][C@@H:46]1[O:51][C:50]([CH3:53])([CH3:52])[O:49][C@H:48]([CH2:54][CH2:55][N:56]([C:64](=O)[C:65]2[CH:70]=[CH:69][C:68]([F:71])=[CH:67][CH:66]=2)[CH:57]([CH:61]([CH3:63])[CH3:62])C(O)=O)[CH2:47]1)=[O:44])([CH3:41])([CH3:40])[CH3:39].C(NC(=O)C(NS(C1C=CC(C)=CC=1)(=O)=O)NS(C1C=CC(C)=CC=1)(=O)=O)C1C=CC=CC=1.CCN=C=NCCCN(C)C, predict the reaction product. The product is: [CH2:2]([NH:9][C:10]([C:12]1[N:13]=[C:64]([C:65]2[CH:70]=[CH:69][C:68]([F:71])=[CH:67][CH:66]=2)[N:56]([CH2:55][CH2:54][C@@H:48]2[CH2:47][C@H:46]([CH2:45][C:43]([O:42][C:38]([CH3:41])([CH3:40])[CH3:39])=[O:44])[O:51][C:50]([CH3:53])([CH3:52])[O:49]2)[C:57]=1[CH:61]([CH3:62])[CH3:63])=[O:11])[C:3]1[CH:8]=[CH:7][CH:6]=[CH:5][CH:4]=1.